From a dataset of NCI-60 drug combinations with 297,098 pairs across 59 cell lines. Regression. Given two drug SMILES strings and cell line genomic features, predict the synergy score measuring deviation from expected non-interaction effect. (1) Drug 1: C1=C(C(=O)NC(=O)N1)N(CCCl)CCCl. Drug 2: CC12CCC3C(C1CCC2OP(=O)(O)O)CCC4=C3C=CC(=C4)OC(=O)N(CCCl)CCCl.[Na+]. Cell line: PC-3. Synergy scores: CSS=8.45, Synergy_ZIP=-5.91, Synergy_Bliss=-0.858, Synergy_Loewe=-8.21, Synergy_HSA=-1.25. (2) Drug 1: CC1=C2C(C(=O)C3(C(CC4C(C3C(C(C2(C)C)(CC1OC(=O)C(C(C5=CC=CC=C5)NC(=O)OC(C)(C)C)O)O)OC(=O)C6=CC=CC=C6)(CO4)OC(=O)C)OC)C)OC. Drug 2: CC1CCC2CC(C(=CC=CC=CC(CC(C(=O)C(C(C(=CC(C(=O)CC(OC(=O)C3CCCCN3C(=O)C(=O)C1(O2)O)C(C)CC4CCC(C(C4)OC)O)C)C)O)OC)C)C)C)OC. Cell line: NCI-H460. Synergy scores: CSS=85.6, Synergy_ZIP=25.7, Synergy_Bliss=22.6, Synergy_Loewe=25.1, Synergy_HSA=26.0. (3) Drug 1: C1CCN(CC1)CCOC2=CC=C(C=C2)C(=O)C3=C(SC4=C3C=CC(=C4)O)C5=CC=C(C=C5)O. Drug 2: CC1=CC=C(C=C1)C2=CC(=NN2C3=CC=C(C=C3)S(=O)(=O)N)C(F)(F)F. Cell line: OVCAR-5. Synergy scores: CSS=2.06, Synergy_ZIP=1.45, Synergy_Bliss=3.75, Synergy_Loewe=-0.457, Synergy_HSA=-0.420.